Dataset: NCI-60 drug combinations with 297,098 pairs across 59 cell lines. Task: Regression. Given two drug SMILES strings and cell line genomic features, predict the synergy score measuring deviation from expected non-interaction effect. (1) Drug 2: C1C(C(OC1N2C=C(C(=O)NC2=O)F)CO)O. Cell line: OVCAR-5. Synergy scores: CSS=29.7, Synergy_ZIP=-8.96, Synergy_Bliss=-6.77, Synergy_Loewe=-0.841, Synergy_HSA=-0.102. Drug 1: C1=CC(=C2C(=C1NCCNCCO)C(=O)C3=C(C=CC(=C3C2=O)O)O)NCCNCCO. (2) Drug 1: COC1=CC(=CC(=C1O)OC)C2C3C(COC3=O)C(C4=CC5=C(C=C24)OCO5)OC6C(C(C7C(O6)COC(O7)C8=CC=CS8)O)O. Drug 2: CN(CCCl)CCCl.Cl. Cell line: TK-10. Synergy scores: CSS=16.0, Synergy_ZIP=-11.1, Synergy_Bliss=-5.03, Synergy_Loewe=-5.70, Synergy_HSA=-2.89. (3) Drug 2: C1CN(P(=O)(OC1)NCCCl)CCCl. Drug 1: CC1=C2C(C(=O)C3(C(CC4C(C3C(C(C2(C)C)(CC1OC(=O)C(C(C5=CC=CC=C5)NC(=O)C6=CC=CC=C6)O)O)OC(=O)C7=CC=CC=C7)(CO4)OC(=O)C)O)C)OC(=O)C. Synergy scores: CSS=17.7, Synergy_ZIP=-3.08, Synergy_Bliss=0.774, Synergy_Loewe=-10.3, Synergy_HSA=-1.02. Cell line: M14. (4) Drug 1: CC1=C(C(=CC=C1)Cl)NC(=O)C2=CN=C(S2)NC3=CC(=NC(=N3)C)N4CCN(CC4)CCO. Drug 2: CCN(CC)CCCC(C)NC1=C2C=C(C=CC2=NC3=C1C=CC(=C3)Cl)OC. Cell line: RPMI-8226. Synergy scores: CSS=23.1, Synergy_ZIP=-4.15, Synergy_Bliss=4.68, Synergy_Loewe=6.57, Synergy_HSA=6.77. (5) Drug 1: CN1C2=C(C=C(C=C2)N(CCCl)CCCl)N=C1CCCC(=O)O.Cl. Drug 2: C1CN(P(=O)(OC1)NCCCl)CCCl. Cell line: HS 578T. Synergy scores: CSS=-0.627, Synergy_ZIP=4.53, Synergy_Bliss=6.59, Synergy_Loewe=-0.761, Synergy_HSA=-0.390. (6) Drug 1: CC1=CC=C(C=C1)C2=CC(=NN2C3=CC=C(C=C3)S(=O)(=O)N)C(F)(F)F. Drug 2: CC(C)(C#N)C1=CC(=CC(=C1)CN2C=NC=N2)C(C)(C)C#N. Cell line: KM12. Synergy scores: CSS=-0.273, Synergy_ZIP=2.50, Synergy_Bliss=2.55, Synergy_Loewe=-3.92, Synergy_HSA=-3.91.